Predict the product of the given reaction. From a dataset of Forward reaction prediction with 1.9M reactions from USPTO patents (1976-2016). (1) Given the reactants [Br:1][C:2]1[CH:7]=[CH:6][C:5]([N:8]([C:12]2[CH:17]=[CH:16][CH:15]=[CH:14][C:13]=2[CH3:18])C(=O)C)=[CH:4][CH:3]=1.C[O-].[Na+], predict the reaction product. The product is: [Br:1][C:2]1[CH:3]=[CH:4][C:5]([NH:8][C:12]2[CH:17]=[CH:16][CH:15]=[CH:14][C:13]=2[CH3:18])=[CH:6][CH:7]=1. (2) Given the reactants C(Cl)(=O)C(Cl)=O.CS(C)=O.[Cl:11][C:12]1[CH:19]=[CH:18][C:15]([CH2:16][OH:17])=[C:14]([O:20][CH2:21][CH3:22])[CH:13]=1.C(N(CC)CC)C, predict the reaction product. The product is: [Cl:11][C:12]1[CH:19]=[CH:18][C:15]([CH:16]=[O:17])=[C:14]([O:20][CH2:21][CH3:22])[CH:13]=1. (3) Given the reactants [NH2:1][C:2]1[CH:3]=[C:4]2[C:9](=[CH:10][CH:11]=1)[N:8]=[CH:7][C:6]([C:12]#[N:13])=[C:5]2[NH:14][C:15]1[CH:20]=[CH:19][C:18]([F:21])=[C:17]([Cl:22])[CH:16]=1.[Br:23][C:24]1[CH:31]=[CH:30][C:29]([O:32][CH2:33][CH2:34][O:35][CH2:36][CH3:37])=[CH:28][C:25]=1[CH:26]=O.[BH3-]C#N.[Na+], predict the reaction product. The product is: [Br:23][C:24]1[CH:31]=[CH:30][C:29]([O:32][CH2:33][CH2:34][O:35][CH2:36][CH3:37])=[CH:28][C:25]=1[CH2:26][NH:1][C:2]1[CH:3]=[C:4]2[C:9](=[CH:10][CH:11]=1)[N:8]=[CH:7][C:6]([C:12]#[N:13])=[C:5]2[NH:14][C:15]1[CH:20]=[CH:19][C:18]([F:21])=[C:17]([Cl:22])[CH:16]=1.